This data is from Peptide-MHC class II binding affinity with 134,281 pairs from IEDB. The task is: Regression. Given a peptide amino acid sequence and an MHC pseudo amino acid sequence, predict their binding affinity value. This is MHC class II binding data. (1) The peptide sequence is PELKPGESRHTSDHM. The MHC is DRB1_0901 with pseudo-sequence DRB1_0901. The binding affinity (normalized) is 0.234. (2) The peptide sequence is LCHICWKPLPTSITV. The MHC is DRB4_0101 with pseudo-sequence DRB4_0103. The binding affinity (normalized) is 0.325. (3) The peptide sequence is YDKFLANCSTVLTGK. The MHC is DRB1_0802 with pseudo-sequence DRB1_0802. The binding affinity (normalized) is 0.703.